Dataset: Reaction yield outcomes from USPTO patents with 853,638 reactions. Task: Predict the reaction yield, written as a fraction of the theoretical maximum amount of product (1.0 means a 100% yield; for example, 0.34 means a 34% yield). (1) The reactants are [F:1][C:2]1[CH:7]=[CH:6][C:5](/[C:8](/[C:16]2[CH:17]=[N:18][C:19]([N:22]3[CH2:27][CH2:26][N:25]([C:28]4[C:33]5=[CH:34][C:35]([C:37]6[CH:38]=[N:39][N:40]([CH3:42])[CH:41]=6)=[CH:36][N:32]5[N:31]=[CH:30][N:29]=4)[CH2:24][CH2:23]3)=[N:20][CH:21]=2)=[N:9]/[S@:10]([C:12]([CH3:15])([CH3:14])[CH3:13])=[O:11])=[CH:4][CH:3]=1.[CH3:43][Mg]Br.[Cl-].[NH4+]. The catalyst is C1COCC1. The product is [F:1][C:2]1[CH:7]=[CH:6][C:5]([C:8]([NH:9][S@:10]([C:12]([CH3:13])([CH3:14])[CH3:15])=[O:11])([C:16]2[CH:17]=[N:18][C:19]([N:22]3[CH2:27][CH2:26][N:25]([C:28]4[C:33]5=[CH:34][C:35]([C:37]6[CH:38]=[N:39][N:40]([CH3:42])[CH:41]=6)=[CH:36][N:32]5[N:31]=[CH:30][N:29]=4)[CH2:24][CH2:23]3)=[N:20][CH:21]=2)[CH3:43])=[CH:4][CH:3]=1. The yield is 0.615. (2) The reactants are CC1(C)C2[C:23](=C(P(C3C=CC=CC=3)C3C=CC=CC=3)C=CC=2)[O:22]C2C(P(C3C=CC=CC=3)C3C=CC=CC=3)=CC=CC1=2.Br[C:44]1[CH:49]=[CH:48][C:47]([CH:50]2[S:56][CH2:55][CH:54]([CH3:57])[NH:53][C:52]3[N:58]([CH2:67][CH3:68])[N:59]=[C:60]([C:61]4[CH:66]=[CH:65][CH:64]=[CH:63][N:62]=4)[C:51]2=3)=[C:46]([CH3:69])[CH:45]=1.C(O)(=O)C(O)=O.C([NH:78]N)C.BrC1C=CC(C=O)=C(C)C=1.SCC(=O)C.N#N. The catalyst is O1CCOCC1.CC([O-])=O.CC([O-])=O.[Pd+2]. The product is [CH2:67]([N:58]1[C:52]2[NH:53][CH:54]([CH3:57])[CH2:55][S:56][CH:50]([C:47]3[CH:48]=[CH:49][C:44]([C:23]([NH2:78])=[O:22])=[CH:45][C:46]=3[CH3:69])[C:51]=2[C:60]([C:61]2[CH:66]=[CH:65][CH:64]=[CH:63][N:62]=2)=[N:59]1)[CH3:68]. The yield is 0.850. (3) The product is [NH2:1][C:2]1[C:3]([C:15]([NH2:17])=[O:16])=[N:4][C:5]([C:8]2[CH:13]=[CH:12][CH:11]=[C:10]([C:19]#[C:18][C@:20]3([OH:27])[CH2:24][CH2:23][N:22]([CH3:25])[C:21]3=[O:26])[CH:9]=2)=[CH:6][N:7]=1. No catalyst specified. The yield is 0.144. The reactants are [NH2:1][C:2]1[C:3]([C:15]([NH2:17])=[O:16])=[N:4][C:5]([C:8]2[CH:13]=[CH:12][CH:11]=[C:10](Br)[CH:9]=2)=[CH:6][N:7]=1.[C:18]([C@:20]1([OH:27])[CH2:24][CH2:23][N:22]([CH3:25])[C:21]1=[O:26])#[CH:19]. (4) The product is [Cl:1][C:2]1[CH:7]=[CH:6][C:5]([C:8](=[O:22])[C:18]2[CH:17]=[CH:16][C:13]([O:14][CH3:15])=[C:12]([O:20][CH3:21])[CH:19]=2)=[CH:4][CH:3]=1. No catalyst specified. The reactants are [Cl:1][C:2]1[CH:7]=[CH:6][C:5]([C:8](Cl)(Cl)Cl)=[CH:4][CH:3]=1.[C:12]1([O:20][CH3:21])[C:13](=[CH:16][CH:17]=[CH:18][CH:19]=1)[O:14][CH3:15].[OH2:22]. The yield is 0.795. (5) The reactants are [Br:1][C:2]1[CH:7]=[CH:6][C:5]([C:8]2[CH:13]=[CH:12][C:11]([OH:14])=[CH:10][CH:9]=2)=[CH:4][CH:3]=1.Br[CH2:16][CH2:17][CH2:18][CH2:19][CH2:20][CH2:21][CH2:22][CH3:23].C(=O)([O-])[O-].[K+].[K+]. The catalyst is CC(=O)CC. The product is [Br:1][C:2]1[CH:3]=[CH:4][C:5]([C:8]2[CH:13]=[CH:12][C:11]([O:14][CH2:16][CH2:17][CH2:18][CH2:19][CH2:20][CH2:21][CH2:22][CH3:23])=[CH:10][CH:9]=2)=[CH:6][CH:7]=1. The yield is 0.660. (6) The reactants are [F:1][C:2]1[CH:32]=[CH:31][C:5]([CH2:6][NH:7][C:8]([C:10]2[C:15]([O:16]CC3C=CC=CC=3)=[C:14]([S:24][CH3:25])[CH:13]=[C:12]([C:26]3[O:27][CH:28]=[CH:29][CH:30]=3)[N:11]=2)=[O:9])=[CH:4][CH:3]=1.[Si](I)(C)(C)C. The catalyst is CC#N. The product is [F:1][C:2]1[CH:3]=[CH:4][C:5]([CH2:6][NH:7][C:8]([C:10]2[C:15]([OH:16])=[C:14]([S:24][CH3:25])[CH:13]=[C:12]([C:26]3[O:27][CH:28]=[CH:29][CH:30]=3)[N:11]=2)=[O:9])=[CH:31][CH:32]=1. The yield is 0.640. (7) The reactants are Cl[C:2]1[N:7]=[CH:6][N:5]=[C:4]([N:8]2[C:16]3[C:11](=[CH:12][C:13]([C:17]([OH:19])=[O:18])=[CH:14][CH:15]=3)[CH2:10][CH2:9]2)[CH:3]=1.[CH:20]([O:23][C:24]([N:26]1[CH2:31][CH2:30][CH:29]([OH:32])[CH2:28][CH2:27]1)=[O:25])([CH3:22])[CH3:21].C[Si]([N-][Si](C)(C)C)(C)C.[Na+].O1CCCC1. The catalyst is O1CCOCC1.O. The product is [CH:20]([O:23][C:24]([N:26]1[CH2:27][CH2:28][CH:29]([O:32][C:2]2[N:7]=[CH:6][N:5]=[C:4]([N:8]3[C:16]4[C:11](=[CH:12][C:13]([C:17]([OH:19])=[O:18])=[CH:14][CH:15]=4)[CH2:10][CH2:9]3)[CH:3]=2)[CH2:30][CH2:31]1)=[O:25])([CH3:22])[CH3:21]. The yield is 0.310.